Dataset: NCI-60 drug combinations with 297,098 pairs across 59 cell lines. Task: Regression. Given two drug SMILES strings and cell line genomic features, predict the synergy score measuring deviation from expected non-interaction effect. (1) Drug 1: CC(C1=C(C=CC(=C1Cl)F)Cl)OC2=C(N=CC(=C2)C3=CN(N=C3)C4CCNCC4)N. Drug 2: C1=CC(=C2C(=C1NCCNCCO)C(=O)C3=C(C=CC(=C3C2=O)O)O)NCCNCCO. Cell line: K-562. Synergy scores: CSS=85.9, Synergy_ZIP=14.1, Synergy_Bliss=11.5, Synergy_Loewe=8.48, Synergy_HSA=12.8. (2) Drug 1: CC12CCC(CC1=CCC3C2CCC4(C3CC=C4C5=CN=CC=C5)C)O. Drug 2: CC1=CC2C(CCC3(C2CCC3(C(=O)C)OC(=O)C)C)C4(C1=CC(=O)CC4)C. Cell line: ACHN. Synergy scores: CSS=-10.2, Synergy_ZIP=-0.338, Synergy_Bliss=-11.3, Synergy_Loewe=-10.8, Synergy_HSA=-11.7. (3) Drug 1: C1CC(=O)NC(=O)C1N2CC3=C(C2=O)C=CC=C3N. Drug 2: C1=CC(=C2C(=C1NCCNCCO)C(=O)C3=C(C=CC(=C3C2=O)O)O)NCCNCCO. Cell line: MDA-MB-435. Synergy scores: CSS=5.42, Synergy_ZIP=-1.60, Synergy_Bliss=0.182, Synergy_Loewe=-2.93, Synergy_HSA=-0.135. (4) Drug 1: C1=CC(=C2C(=C1NCCNCCO)C(=O)C3=C(C=CC(=C3C2=O)O)O)NCCNCCO. Drug 2: CCN(CC)CCCC(C)NC1=C2C=C(C=CC2=NC3=C1C=CC(=C3)Cl)OC. Cell line: SNB-19. Synergy scores: CSS=64.2, Synergy_ZIP=9.44, Synergy_Bliss=9.23, Synergy_Loewe=-5.13, Synergy_HSA=11.4. (5) Drug 1: CC(C1=C(C=CC(=C1Cl)F)Cl)OC2=C(N=CC(=C2)C3=CN(N=C3)C4CCNCC4)N. Drug 2: C1=CN(C(=O)N=C1N)C2C(C(C(O2)CO)O)O.Cl. Cell line: SR. Synergy scores: CSS=63.7, Synergy_ZIP=3.63, Synergy_Bliss=2.88, Synergy_Loewe=-8.06, Synergy_HSA=4.51. (6) Drug 1: CNC(=O)C1=CC=CC=C1SC2=CC3=C(C=C2)C(=NN3)C=CC4=CC=CC=N4. Drug 2: CC1=C2C(C(=O)C3(C(CC4C(C3C(C(C2(C)C)(CC1OC(=O)C(C(C5=CC=CC=C5)NC(=O)OC(C)(C)C)O)O)OC(=O)C6=CC=CC=C6)(CO4)OC(=O)C)O)C)O. Cell line: HL-60(TB). Synergy scores: CSS=50.3, Synergy_ZIP=20.3, Synergy_Bliss=21.2, Synergy_Loewe=-2.24, Synergy_HSA=22.6.